Task: Predict which catalyst facilitates the given reaction.. Dataset: Catalyst prediction with 721,799 reactions and 888 catalyst types from USPTO (1) Reactant: [CH:1]12[O:6][CH:5]1[CH2:4][O:3][CH2:2]2.C(O)C.[N-:10]=[N+:11]=[N-:12].[Na+].[Cl-].[NH4+]. Product: [N:10]([C@@H:5]1[CH2:4][O:3][CH2:2][C@H:1]1[OH:6])=[N+:11]=[N-:12]. The catalyst class is: 6. (2) Reactant: C([O:5][C:6](=[O:91])[C:7]([O:10]/[N:11]=[C:12](/[C:78]1[N:79]=[C:80]([NH:83]C(OC(C)(C)C)=O)[S:81][CH:82]=1)\[C:13]([NH:15][C@@H:16]1[C:23](=[O:24])[N:22]2[C@@H:17]1[S:18][CH2:19][C:20]([CH2:37][N+:38]1([CH2:43][C:44]3[C:53](=[O:54])[C:52]4[C:47](=[CH:48][C:49]([O:66]CC5C=CC(OC)=CC=5)=[C:50]([O:56]CC5C=CC(OC)=CC=5)[C:51]=4[Cl:55])[N:46]([CH2:76][CH3:77])[CH:45]=3)[CH2:42][CH2:41][CH2:40][CH2:39]1)=[C:21]2[C:25]([O:27]CC1C=CC(OC)=CC=1)=[O:26])=[O:14])([CH3:9])[CH3:8])(C)(C)C.C1(OC)C=CC=CC=1.C(O)(C(F)(F)F)=O.C(OC(C)C)(C)C. Product: [NH2:83][C:80]1[S:81][CH:82]=[C:78](/[C:12](=[N:11]/[O:10][C:7]([C:6]([OH:91])=[O:5])([CH3:8])[CH3:9])/[C:13]([NH:15][C@@H:16]2[C:23](=[O:24])[N:22]3[C@@H:17]2[S:18][CH2:19][C:20]([CH2:37][N+:38]2([CH2:43][C:44]4[C:53](=[O:54])[C:52]5[C:47](=[CH:48][C:49]([OH:66])=[C:50]([OH:56])[C:51]=5[Cl:55])[N:46]([CH2:76][CH3:77])[CH:45]=4)[CH2:42][CH2:41][CH2:40][CH2:39]2)=[C:21]3[C:25]([O-:27])=[O:26])=[O:14])[N:79]=1. The catalyst class is: 4.